This data is from Forward reaction prediction with 1.9M reactions from USPTO patents (1976-2016). The task is: Predict the product of the given reaction. Given the reactants [OH:1][CH2:2][CH:3]([CH2:21][OH:22])[CH2:4][O:5][C:6]1[C:13]([C:14]2[S:15][CH:16]=[CH:17][CH:18]=2)=[CH:12][C:9]([CH:10]=O)=[C:8]([O:19][CH3:20])[CH:7]=1.[C:23]([C:26]1[CH:31]=[CH:30][C:29]([S:32]([NH2:35])(=[O:34])=[O:33])=[CH:28][CH:27]=1)(=[O:25])[CH3:24], predict the reaction product. The product is: [OH:1][CH2:2][CH:3]([CH2:21][OH:22])[CH2:4][O:5][C:6]1[C:13]([C:14]2[S:15][CH:16]=[CH:17][CH:18]=2)=[CH:12][C:9](/[CH:10]=[CH:24]/[C:23]([C:26]2[CH:27]=[CH:28][C:29]([S:32]([NH2:35])(=[O:34])=[O:33])=[CH:30][CH:31]=2)=[O:25])=[C:8]([O:19][CH3:20])[CH:7]=1.